The task is: Predict the reaction yield, written as a fraction of the theoretical maximum amount of product (1.0 means a 100% yield; for example, 0.34 means a 34% yield).. This data is from Reaction yield outcomes from USPTO patents with 853,638 reactions. (1) The product is [CH3:9][CH:7]([CH2:6][C@H:5]([CH2:10][NH2:11])[CH2:4][C:3]([OH:12])=[O:2])[CH3:8]. The reactants are C[O:2][C:3](=[O:12])[CH2:4][C@@H:5]([C:10]#[N:11])[CH2:6][CH:7]([CH3:9])[CH3:8].[OH-].[K+]. The yield is 0.824. The catalyst is [Ni].CO. (2) The reactants are [Cl:1][C:2]1[CH:11]=[CH:10][C:9]2[CH:8](O)[N:7]([C:13]([O:15][CH3:16])=[O:14])[CH2:6][CH2:5][C:4]=2[N:3]=1.[CH2:17]([Si](C)(C)C)[CH:18]=[CH2:19]. The catalyst is C(Cl)Cl.[O-]S(C(F)(F)F)(=O)=O.[Zn+2].[O-]S(C(F)(F)F)(=O)=O. The product is [Cl:1][C:2]1[CH:11]=[CH:10][C:9]2[CH:8]([CH2:19][CH:18]=[CH2:17])[N:7]([C:13]([O:15][CH3:16])=[O:14])[CH2:6][CH2:5][C:4]=2[N:3]=1. The yield is 0.580. (3) The reactants are C([O:3][C:4](=[O:17])[C:5]#[C:6][C:7]1[CH:8]=[N:9][C:10]2[C:15]([CH:16]=1)=[CH:14][CH:13]=[CH:12][CH:11]=2)C.C(OC([N:25]1[C:34]2[C:29](=[CH:30][CH:31]=[C:32]([CH2:35][CH2:36][O:37][C:38]3[CH:39]=[C:40]4[C:44](=[CH:45][CH:46]=3)[NH:43][CH:42]=[CH:41]4)[N:33]=2)[CH2:28][CH2:27][CH2:26]1)=O)(C)(C)C. No catalyst specified. The product is [N:9]1[C:10]2[C:15](=[CH:14][CH:13]=[CH:12][CH:11]=2)[CH:16]=[C:7]([CH:6]([N:43]2[C:44]3[C:40](=[CH:39][C:38]([O:37][CH2:36][CH2:35][C:32]4[CH:31]=[CH:30][C:29]5[CH2:28][CH2:27][CH2:26][NH:25][C:34]=5[N:33]=4)=[CH:46][CH:45]=3)[CH:41]=[CH:42]2)[CH2:5][C:4]([OH:3])=[O:17])[CH:8]=1. The yield is 0.810. (4) The reactants are [OH:1][C:2]1[CH:7]=[CH:6][C:5]([C:8](=O)/[CH:9]=[CH:10]/[C:11]2[CH:19]=[CH:18][C:14]([C:15]([OH:17])=[O:16])=[CH:13][CH:12]=2)=[CH:4][C:3]=1[CH3:21].[NH2:22][C:23]([NH2:25])=[O:24]. The catalyst is Cl.O1CCOCC1. The product is [OH:1][C:2]1[CH:7]=[CH:6][C:5]([C:8]2[CH:9]=[C:10]([C:11]3[CH:19]=[CH:18][C:14]([C:15]([OH:17])=[O:16])=[CH:13][CH:12]=3)[NH:22][C:23](=[O:24])[N:25]=2)=[CH:4][C:3]=1[CH3:21]. The yield is 0.510. (5) The reactants are [Cl:1][C:2]1[CH:7]=[C:6]([Cl:8])[CH:5]=[CH:4][C:3]=1Br.[F:10][C:11]1[CH:16]=[CH:15][CH:14]=[C:13]([O:17][CH3:18])[C:12]=1B(O)O. The catalyst is COCCOC.O. The product is [Cl:1][C:2]1[CH:7]=[C:6]([Cl:8])[CH:5]=[CH:4][C:3]=1[C:12]1[C:13]([O:17][CH3:18])=[CH:14][CH:15]=[CH:16][C:11]=1[F:10]. The yield is 0.630. (6) The reactants are CCN([CH:7]([CH3:9])C)C(C)C.[C:10]([O:13][C:14]1[CH:22]=[CH:21][CH:20]=[CH:19][C:15]=1[C:16]([OH:18])=O)(=[O:12])[CH3:11].CCN=C=NCCC[N:31]([CH3:33])C.C1C=CC2N([OH:43])N=NC=2C=1.CN([CH:47]=[O:48])C. The catalyst is O. The product is [CH2:7]([O:43][C:47](=[O:48])[CH2:33][NH:31][C:16](=[O:18])[C:15]1[CH:19]=[CH:20][CH:21]=[CH:22][C:14]=1[O:13][C:10](=[O:12])[CH3:11])[CH3:9]. The yield is 0.970. (7) The reactants are [CH3:1][C:2]1[C:6]2[CH:7]=[C:8]3[C:13]4([C:21]5[C:16](=[CH:17][CH:18]=[CH:19][CH:20]=5)[N:15]([CH2:22][C:23]5[O:24][CH:25]=[C:26]([C:28]([OH:30])=O)[N:27]=5)[C:14]4=[O:31])[CH2:12][O:11][C:9]3=[CH:10][C:5]=2[O:4][N:3]=1.Cl.[CH3:33][NH:34][CH3:35].O.ON1C2C=CC=CC=2N=N1.Cl.C(N=C=NCCCN(C)C)C.CN1CCOCC1. The catalyst is CN(C)C=O. The product is [CH3:33][N:34]([CH3:35])[C:28]([C:26]1[N:27]=[C:23]([CH2:22][N:15]2[C:16]3[C:21](=[CH:20][CH:19]=[CH:18][CH:17]=3)[C:13]3([C:8]4[C:9](=[CH:10][C:5]5[O:4][N:3]=[C:2]([CH3:1])[C:6]=5[CH:7]=4)[O:11][CH2:12]3)[C:14]2=[O:31])[O:24][CH:25]=1)=[O:30]. The yield is 0.680.